This data is from Reaction yield outcomes from USPTO patents with 853,638 reactions. The task is: Predict the reaction yield, written as a fraction of the theoretical maximum amount of product (1.0 means a 100% yield; for example, 0.34 means a 34% yield). (1) The catalyst is C(O)C. The product is [CH2:22]([O:21][C:19](=[O:20])[C:18]([NH:17][C:14](=[O:16])[CH2:15][C:4]1[CH:13]=[CH:12][C:11]2[C:6](=[CH:7][CH:8]=[CH:9][CH:10]=2)[CH:5]=1)([CH3:29])[C:24]([O:26][CH2:27][CH3:28])=[O:25])[CH3:23]. The reactants are BrC([C:4]1[CH:13]=[CH:12][C:11]2[C:6](=[CH:7][CH:8]=[CH:9][CH:10]=2)[CH:5]=1)C.[C:14]([NH:17][CH:18]([C:24]([O:26][CH2:27][CH3:28])=[O:25])[C:19]([O:21][CH2:22][CH3:23])=[O:20])(=[O:16])[CH3:15].[CH3:29]C[O-].[Na+]. The yield is 0.670. (2) The reactants are [OH:1][C@@H:2]1[CH2:7][CH2:6][CH2:5][C@@H:4]([NH:8][C:9]2[C:14]([C:15]#[N:16])=[CH:13][N:12]=[C:11](SC)[N:10]=2)[C:3]1([CH3:20])[CH3:19].Cl.[NH2:22][CH2:23][CH2:24][CH:25]1[C:33]2[C:28](=[CH:29][C:30]([F:34])=[CH:31][CH:32]=2)[NH:27][C:26]1=[O:35].CCN(C(C)C)C(C)C. The catalyst is CC(N(C)C)=O. The product is [F:34][C:30]1[CH:29]=[C:28]2[C:33]([CH:25]([CH2:24][CH2:23][NH:22][C:11]3[N:10]=[C:9]([NH:8][C@@H:4]4[CH2:5][CH2:6][CH2:7][C@@H:2]([OH:1])[C:3]4([CH3:20])[CH3:19])[C:14]([C:15]#[N:16])=[CH:13][N:12]=3)[C:26](=[O:35])[NH:27]2)=[CH:32][CH:31]=1. The yield is 0.290. (3) The reactants are [CH2:1]([C:5]1[N:10]=[C:9]([CH3:11])[N:8]([C:12]2[CH:17]=[CH:16][CH:15]=[C:14]([CH:18]([O:20][Si](C(C)(C)C)(C)C)[CH3:19])[CH:13]=2)[C:7](=[O:28])[C:6]=1[CH2:29][C:30]1[CH:35]=[CH:34][C:33]([C:36]2[CH:41]=[CH:40][CH:39]=[CH:38][C:37]=2[C:42]2[NH:46][C:45](=[O:47])[O:44][N:43]=2)=[CH:32][CH:31]=1)[CH2:2][CH2:3][CH3:4].[F-].C([N+](CCCC)(CCCC)CCCC)CCC.C(OCC)(=O)C.O. The catalyst is O1CCCC1. The product is [CH2:1]([C:5]1[N:10]=[C:9]([CH3:11])[N:8]([C:12]2[CH:17]=[CH:16][CH:15]=[C:14]([CH:18]([OH:20])[CH3:19])[CH:13]=2)[C:7](=[O:28])[C:6]=1[CH2:29][C:30]1[CH:35]=[CH:34][C:33]([C:36]2[CH:41]=[CH:40][CH:39]=[CH:38][C:37]=2[C:42]2[NH:46][C:45](=[O:47])[O:44][N:43]=2)=[CH:32][CH:31]=1)[CH2:2][CH2:3][CH3:4]. The yield is 0.630. (4) The reactants are [F:1][CH:2]([F:34])[O:3][C:4]1[CH:9]=[CH:8][CH:7]=[CH:6][C:5]=1[CH2:10][N:11]1[C:15]2[CH:16]=[C:17]([C:20]3[C:21]([CH3:32])=[N:22][C:23]([CH:26]4[CH2:31][CH2:30][NH:29][CH2:28][CH2:27]4)=[N:24][CH:25]=3)[CH:18]=[CH:19][C:14]=2[N:13]=[C:12]1[CH3:33].C(N(CC)CC)C.[CH3:42][S:43](Cl)(=[O:45])=[O:44]. The catalyst is C(Cl)Cl. The product is [F:34][CH:2]([F:1])[O:3][C:4]1[CH:9]=[CH:8][CH:7]=[CH:6][C:5]=1[CH2:10][N:11]1[C:15]2[CH:16]=[C:17]([C:20]3[C:21]([CH3:32])=[N:22][C:23]([CH:26]4[CH2:31][CH2:30][N:29]([S:43]([CH3:42])(=[O:45])=[O:44])[CH2:28][CH2:27]4)=[N:24][CH:25]=3)[CH:18]=[CH:19][C:14]=2[N:13]=[C:12]1[CH3:33]. The yield is 0.390. (5) The reactants are Cl.Cl.[CH2:3]([O:5][C:6](=[O:12])[CH2:7][NH:8][CH2:9][CH2:10][NH2:11])[CH3:4].[Cl:13][C:14]1[CH:15]=[CH:16][C:17]2[S:21][C:20]([S:22](Cl)(=[O:24])=[O:23])=[N:19][C:18]=2[CH:26]=1. No catalyst specified. The product is [CH2:3]([O:5][C:6](=[O:12])[CH2:7][NH:8][CH2:9][CH2:10][NH:11][S:22]([C:20]1[S:21][C:17]2[CH:16]=[CH:15][C:14]([Cl:13])=[CH:26][C:18]=2[N:19]=1)(=[O:24])=[O:23])[CH3:4]. The yield is 0.870. (6) The reactants are C([Si](C1C=CC=CC=1)(C1C=CC=CC=1)[O:6][CH2:7][C:8]([F:43])([CH3:42])[CH2:9][N:10]1[CH:22]([CH3:23])[CH2:21][C:20]2[C:19]3[C:14](=[CH:15][CH:16]=[C:17]([F:24])[CH:18]=3)[NH:13][C:12]=2[CH:11]1[C:25]1[C:30]([F:31])=[CH:29][C:28]([O:32][CH:33]2[CH2:36][N:35]([CH2:37][CH2:38][CH2:39][F:40])[CH2:34]2)=[CH:27][C:26]=1[F:41])(C)(C)C.CCCC[N+](CCCC)(CCCC)CCCC.[F-].O. The catalyst is C1COCC1.[Cl-].[Na+].O. The product is [F:31][C:30]1[CH:29]=[C:28]([O:32][CH:33]2[CH2:34][N:35]([CH2:37][CH2:38][CH2:39][F:40])[CH2:36]2)[CH:27]=[C:26]([F:41])[C:25]=1[CH:11]1[C:12]2[NH:13][C:14]3[C:19](=[CH:18][C:17]([F:24])=[CH:16][CH:15]=3)[C:20]=2[CH2:21][CH:22]([CH3:23])[N:10]1[CH2:9][C:8]([F:43])([CH3:42])[CH2:7][OH:6]. The yield is 0.130. (7) The reactants are [Br:1][C:2]1[N:3]([CH2:19][C:20]2[CH:25]=[CH:24][CH:23]=[C:22]([CH2:26][C:27]([O:29][CH3:30])=[O:28])[CH:21]=2)[C:4]2[C:9]([N:10]=1)=[C:8]([NH2:11])[N:7]=[C:6]([O:12]CCS(C)(=O)=O)[N:5]=2.[OH-].[Na+].Cl. The catalyst is CO. The product is [Br:1][C:2]1[N:3]([CH2:19][C:20]2[CH:25]=[CH:24][CH:23]=[C:22]([CH2:26][C:27]([O:29][CH3:30])=[O:28])[CH:21]=2)[C:4]2[C:9]([N:10]=1)=[C:8]([NH2:11])[N:7]=[C:6]([OH:12])[N:5]=2. The yield is 0.980.